This data is from Forward reaction prediction with 1.9M reactions from USPTO patents (1976-2016). The task is: Predict the product of the given reaction. Given the reactants [F:1][C:2]1[CH:9]=[CH:8][CH:7]=[C:6]([F:10])[C:3]=1[CH2:4]Cl.[CH2:11]([N:18]1[C:26]2[C:21](=[CH:22][CH:23]=[C:24]([CH2:27][C:28]([OH:30])=[O:29])[CH:25]=2)[CH:20]=[CH:19]1)[C:12]1[CH:17]=[CH:16][CH:15]=[CH:14][CH:13]=1, predict the reaction product. The product is: [F:1][C:2]1[CH:9]=[CH:8][CH:7]=[C:6]([F:10])[C:3]=1[CH2:4][N:18]1[C:26]2[C:21](=[CH:22][CH:23]=[C:24]([CH2:27][C:28]([OH:30])=[O:29])[CH:25]=2)[CH:20]=[CH:19]1.[CH2:11]([N:18]1[C:26]2[C:21](=[CH:22][CH:23]=[C:24]([CH2:27][C:28]([OH:30])=[O:29])[CH:25]=2)[CH:20]=[CH:19]1)[C:12]1[CH:13]=[CH:14][CH:15]=[CH:16][CH:17]=1.